From a dataset of Reaction yield outcomes from USPTO patents with 853,638 reactions. Predict the reaction yield, written as a fraction of the theoretical maximum amount of product (1.0 means a 100% yield; for example, 0.34 means a 34% yield). (1) The reactants are [OH:1][CH2:2][C:3]1[C:4]([NH:11][CH2:12][CH2:13][CH:14]2[O:19][CH2:18][CH:17]([NH:20][C:21](=[O:30])[O:22][CH2:23][C:24]3[CH:29]=[CH:28][CH:27]=[CH:26][CH:25]=3)[CH2:16][O:15]2)=[N:5][C:6]([S:9][CH3:10])=[N:7][CH:8]=1. The catalyst is O=[Mn]=O.C(Cl)Cl. The product is [CH:2]([C:3]1[C:4]([NH:11][CH2:12][CH2:13][CH:14]2[O:15][CH2:16][CH:17]([NH:20][C:21](=[O:30])[O:22][CH2:23][C:24]3[CH:25]=[CH:26][CH:27]=[CH:28][CH:29]=3)[CH2:18][O:19]2)=[N:5][C:6]([S:9][CH3:10])=[N:7][CH:8]=1)=[O:1]. The yield is 0.980. (2) The reactants are O1CCOCC1.[Cl:7][C:8]1[N:12]=[CH:11][N:10]([C:13]2[CH:18]=[CH:17][C:16]([N+:19]([O-])=O)=[CH:15][C:14]=2[O:22][CH3:23])[N:9]=1.[S-2].[Na+].[Na+]. The catalyst is O. The product is [Cl:7][C:8]1[N:12]=[CH:11][N:10]([C:13]2[CH:18]=[CH:17][C:16]([NH2:19])=[CH:15][C:14]=2[O:22][CH3:23])[N:9]=1. The yield is 0.730. (3) The reactants are Cl.[NH2:2][CH2:3][C:4]([CH3:7])([SH:6])[CH3:5].[H-].[Na+].F[C:11]1[CH:23]=[CH:22][C:14]([C:15]([O:17][C:18]([CH3:21])([CH3:20])[CH3:19])=[O:16])=[CH:13][CH:12]=1. The catalyst is CN(C)C=O.O. The product is [NH2:2][CH2:3][C:4]([S:6][C:11]1[CH:23]=[CH:22][C:14]([C:15]([O:17][C:18]([CH3:19])([CH3:20])[CH3:21])=[O:16])=[CH:13][CH:12]=1)([CH3:7])[CH3:5]. The yield is 0.750. (4) The reactants are C([O:4][C@H:5]1[C@@H:43]([CH2:44][O:45][CH2:46][C:47]2[CH:52]=[CH:51][CH:50]=[CH:49][CH:48]=2)[O:42][C@H:8]([O:9][C@H:10]2[C@H:14]([O:15][CH2:16][C:17]3[CH:22]=[CH:21][CH:20]=[CH:19][CH:18]=3)[CH2:13][N:12]([C:23]([O:25][CH2:26][C:27]3[CH:32]=[CH:31][CH:30]=[CH:29][CH:28]=3)=[O:24])[C@@H:11]2[CH2:33][O:34][CH2:35][C:36]2[CH:41]=[CH:40][CH:39]=[CH:38][CH:37]=2)[C@H:7]([O:53][CH2:54][C:55]2[CH:60]=[CH:59][CH:58]=[CH:57][CH:56]=2)[C@H:6]1[O:61][CH2:62][C:63]1[CH:68]=[CH:67][CH:66]=[CH:65][CH:64]=1)(=O)C.C(=O)([O-])[O-].[K+].[K+]. The catalyst is CO.C(OCC)(=O)C. The product is [CH2:54]([O:53][C@@H:7]1[C@@H:6]([O:61][CH2:62][C:63]2[CH:64]=[CH:65][CH:66]=[CH:67][CH:68]=2)[C@@H:5]([OH:4])[C@@H:43]([CH2:44][O:45][CH2:46][C:47]2[CH:48]=[CH:49][CH:50]=[CH:51][CH:52]=2)[O:42][C@@H:8]1[O:9][C@H:10]1[C@H:14]([O:15][CH2:16][C:17]2[CH:18]=[CH:19][CH:20]=[CH:21][CH:22]=2)[CH2:13][N:12]([C:23]([O:25][CH2:26][C:27]2[CH:32]=[CH:31][CH:30]=[CH:29][CH:28]=2)=[O:24])[C@@H:11]1[CH2:33][O:34][CH2:35][C:36]1[CH:37]=[CH:38][CH:39]=[CH:40][CH:41]=1)[C:55]1[CH:60]=[CH:59][CH:58]=[CH:57][CH:56]=1. The yield is 0.830. (5) The reactants are [CH3:1][O:2][C:3](=[O:26])[C:4]1[CH:9]=[CH:8][C:7]([CH2:10][NH:11][CH:12]=[O:13])=[N:6][C:5]=1[NH:14][C:15]1[CH:20]=[CH:19][C:18]([Si](C)(C)C)=[CH:17][C:16]=1[F:25].[I:27]Cl. The catalyst is C(Cl)Cl. The product is [CH3:1][O:2][C:3](=[O:26])[C:4]1[CH:9]=[CH:8][C:7]([CH2:10][NH:11][CH:12]=[O:13])=[N:6][C:5]=1[NH:14][C:15]1[CH:20]=[CH:19][C:18]([I:27])=[CH:17][C:16]=1[F:25]. The yield is 1.00. (6) The reactants are [CH:1]1([C:7]2[C:15]3[C:10](=[CH:11][C:12]([C:16]([NH2:18])=O)=[CH:13][CH:14]=3)[N:9]([CH2:19][C:20]([N:22]([CH3:24])[CH3:23])=[O:21])[C:8]=2[C:25]2[CH:30]=[CH:29][CH:28]=[CH:27][CH:26]=2)[CH2:6][CH2:5][CH2:4][CH2:3][CH2:2]1.C(N(CC)CC)C.FC(F)(F)C(OC(=O)C(F)(F)F)=O. The catalyst is C(Cl)Cl. The product is [C:16]([C:12]1[CH:11]=[C:10]2[C:15]([C:7]([CH:1]3[CH2:6][CH2:5][CH2:4][CH2:3][CH2:2]3)=[C:8]([C:25]3[CH:30]=[CH:29][CH:28]=[CH:27][CH:26]=3)[N:9]2[CH2:19][C:20]([N:22]([CH3:24])[CH3:23])=[O:21])=[CH:14][CH:13]=1)#[N:18]. The yield is 0.900. (7) The reactants are [C:9](O[C:9]([O:11][C:12]([CH3:15])([CH3:14])[CH3:13])=[O:10])([O:11][C:12]([CH3:15])([CH3:14])[CH3:13])=[O:10].C(N(C(C)C)CC)(C)C.[CH3:25][C:26]1[C:37]([C:38]([F:41])([F:40])[F:39])=[CH:36][C:29]2[NH:30][CH2:31][CH2:32][CH2:33][C:34](=[O:35])[C:28]=2[CH:27]=1. The catalyst is CN(C1C=CN=CC=1)C.ClCCl. The product is [CH3:25][C:26]1[C:37]([C:38]([F:41])([F:39])[F:40])=[CH:36][C:29]2[N:30]([C:9]([O:11][C:12]([CH3:13])([CH3:14])[CH3:15])=[O:10])[CH2:31][CH2:32][CH2:33][C:34](=[O:35])[C:28]=2[CH:27]=1. The yield is 0.630.